Dataset: Full USPTO retrosynthesis dataset with 1.9M reactions from patents (1976-2016). Task: Predict the reactants needed to synthesize the given product. (1) Given the product [CH2:1]([N:3]([CH2:48][C:44]1[CH:45]=[CH:46][CH:47]=[C:42]([CH:39]2[CH2:38][CH2:37][NH:36][CH2:41][CH2:40]2)[CH:43]=1)[C:4]1[CH:9]=[C:8]([O:10][CH3:11])[CH:7]=[CH:6][C:5]=1[CH:12]1[CH2:21][CH2:20][C:19]2[CH:18]=[C:17]([OH:22])[CH:16]=[CH:15][C:14]=2[CH2:13]1)[CH3:2], predict the reactants needed to synthesize it. The reactants are: [CH2:1]([NH:3][C:4]1[CH:9]=[C:8]([O:10][CH3:11])[CH:7]=[CH:6][C:5]=1[CH:12]1[CH2:21][CH2:20][C:19]2[CH:18]=[C:17]([O:22]C(=O)C(C)(C)C)[CH:16]=[CH:15][C:14]=2[CH2:13]1)[CH3:2].C(OC([N:36]1[CH2:41][CH2:40][CH:39]([C:42]2[CH:47]=[CH:46][CH:45]=[C:44]([C:48](O)=O)[CH:43]=2)[CH2:38][CH2:37]1)=O)(C)(C)C. (2) Given the product [CH:22]([NH:25][C:2]1[CH:11]=[C:10]2[C:5]([N:6]=[C:7]([N:15]3[CH2:20][CH2:19][N:18]([CH3:21])[CH2:17][CH2:16]3)[C:8]3[N:9]2[CH:12]=[N:13][N:14]=3)=[CH:4][CH:3]=1)([CH3:24])[CH3:23], predict the reactants needed to synthesize it. The reactants are: Br[C:2]1[CH:11]=[C:10]2[C:5]([N:6]=[C:7]([N:15]3[CH2:20][CH2:19][N:18]([CH3:21])[CH2:17][CH2:16]3)[C:8]3[N:9]2[CH:12]=[N:13][N:14]=3)=[CH:4][CH:3]=1.[CH:22]([NH2:25])([CH3:24])[CH3:23].N1CCC[C@H]1C(O)=O.[O-]P([O-])([O-])=O.[K+].[K+].[K+]. (3) Given the product [F:16][C:17]1[C:25]([I:28])=[CH:24][C:23]([O:26][CH3:27])=[CH:22][C:18]=1[C:19]([OH:21])=[O:20], predict the reactants needed to synthesize it. The reactants are: CC1(C)CCCC(C)(C)N1.[Li]CCCC.[F:16][C:17]1[CH:25]=[CH:24][C:23]([O:26][CH3:27])=[CH:22][C:18]=1[C:19]([OH:21])=[O:20].[I:28]I.Cl. (4) Given the product [Cl:36][C:37]1[CH:38]=[CH:39][C:40]2[N:46]3[CH:47]=[CH:48][CH:49]=[C:45]3[C@@H:44]([CH2:50][CH2:51][N:52]3[C:56]([CH2:57][O:58][CH2:59][C:60]([OH:62])=[O:61])=[CH:55][N:54]=[N:53]3)[O:43][C@H:42]([C:65]3[CH:70]=[CH:69][CH:68]=[C:67]([O:71][CH3:72])[C:66]=3[O:73][CH3:74])[C:41]=2[CH:75]=1, predict the reactants needed to synthesize it. The reactants are: ClC1C=CC2N3C=CC=C3[C@@H](CCN3C=C(C(O)=O)N=N3)O[C@H](C3C=CC=C(OC)C=3OC)C=2C=1.[Cl:36][C:37]1[CH:38]=[CH:39][C:40]2[N:46]3[CH:47]=[CH:48][CH:49]=[C:45]3[C@@H:44]([CH2:50][CH2:51][N:52]3[C:56]([CH2:57][O:58][CH2:59][C:60]([O:62]CC)=[O:61])=[CH:55][N:54]=[N:53]3)[O:43][C@H:42]([C:65]3[CH:70]=[CH:69][CH:68]=[C:67]([O:71][CH3:72])[C:66]=3[O:73][CH3:74])[C:41]=2[CH:75]=1.C(=O)([O-])[O-].[K+].[K+].